Dataset: Catalyst prediction with 721,799 reactions and 888 catalyst types from USPTO. Task: Predict which catalyst facilitates the given reaction. (1) Reactant: [NH2:1][C:2]1[S:6][C:5]2[CH2:7][CH2:8][CH2:9][CH2:10][C:4]=2[C:3]=1[C:11]([O:13]CC)=O.[CH2:16]([O:18][C:19](=[O:23])[CH2:20][C:21]#[N:22])[CH3:17].C([O-])(O)=O.[Na+]. Product: [OH:13][C:11]1[C:3]2[C:4]3[CH2:10][CH2:9][CH2:8][CH2:7][C:5]=3[S:6][C:2]=2[N:1]=[C:21]([CH2:20][C:19]([O:18][CH2:16][CH3:17])=[O:23])[N:22]=1. The catalyst class is: 12. (2) Reactant: [Br:1][C:2]1[CH:3]=[CH:4][C:5]([NH:8][C:9](=[O:12])[CH2:10]Cl)=[N:6][CH:7]=1.[CH2:13]1[NH:18][CH2:17][CH2:16][N:15]2[C:19](=[O:22])[CH2:20][CH2:21][CH:14]12.C(=O)([O-])[O-].[K+].[K+]. Product: [Br:1][C:2]1[CH:3]=[CH:4][C:5]([NH:8][C:9](=[O:12])[CH2:10][N:18]2[CH2:17][CH2:16][N:15]3[C:19](=[O:22])[CH2:20][CH2:21][CH:14]3[CH2:13]2)=[N:6][CH:7]=1. The catalyst class is: 39. (3) Reactant: [Cl:1][C:2]1[CH:7]=[CH:6][C:5]([CH2:8][N:9]2[CH2:13][CH2:12][S:11][C:10]2=[N:14]O)=[CH:4][N:3]=1.C(N(CC)CC)C.[C:23](Cl)(=[O:25])[CH3:24]. Product: [Cl:1][C:2]1[CH:7]=[CH:6][C:5]([CH2:8][N:9]2[CH2:13][CH2:12][S:11][C:10]2=[N:14][C:23](=[O:25])[CH3:24])=[CH:4][N:3]=1. The catalyst class is: 10. (4) Reactant: [CH2:1]([N:8]1[CH:16]=[N:15][C:14]2[C:9]1=[N:10][CH:11]=[N:12][C:13]=2[NH2:17])[C:2]1[CH:7]=[CH:6][CH:5]=[CH:4][CH:3]=1.[Br:18]N1C(=O)CCC1=O. Product: [CH2:1]([N:8]1[C:16]([Br:18])=[N:15][C:14]2[C:9]1=[N:10][CH:11]=[N:12][C:13]=2[NH2:17])[C:2]1[CH:7]=[CH:6][CH:5]=[CH:4][CH:3]=1. The catalyst class is: 9. (5) Reactant: [C:1]1([C:7]([CH:9]([C:11]2[CH:16]=[CH:15][CH:14]=[CH:13][CH:12]=2)O)=[O:8])[CH:6]=[CH:5][CH:4]=[CH:3][CH:2]=1.[C:17](OC)(=[O:23])[CH2:18][C:19]([O:21][CH3:22])=[O:20].C[O-].[Na+].Cl. Product: [CH3:22][O:21][C:19]([C:18]1[C:17](=[O:23])[O:8][CH:7]([C:1]2[CH:6]=[CH:5][CH:4]=[CH:3][CH:2]=2)[C:9]=1[C:11]1[CH:16]=[CH:15][CH:14]=[CH:13][CH:12]=1)=[O:20]. The catalyst class is: 5. (6) Reactant: [NH2:1][C@H:2]1[CH2:7][CH2:6][C@H:5]([NH:8][S:9]([C:12]2[CH:17]=[CH:16][C:15]([Br:18])=[CH:14][C:13]=2[O:19][C:20]([F:23])([F:22])[F:21])(=[O:11])=[O:10])[CH2:4][CH2:3]1.Cl[C:25]1[N:34]=[C:33]([N:35]([CH3:37])[CH3:36])[C:32]2[C:27](=[CH:28][CH:29]=[CH:30][CH:31]=2)[N:26]=1. Product: [Br:18][C:15]1[CH:16]=[CH:17][C:12]([S:9]([NH:8][C@H:5]2[CH2:6][CH2:7][C@H:2]([NH:1][C:25]3[N:34]=[C:33]([N:35]([CH3:37])[CH3:36])[C:32]4[C:27](=[CH:28][CH:29]=[CH:30][CH:31]=4)[N:26]=3)[CH2:3][CH2:4]2)(=[O:11])=[O:10])=[C:13]([O:19][C:20]([F:22])([F:23])[F:21])[CH:14]=1. The catalyst class is: 41. (7) Reactant: [H-].[Al+3].[Li+].[H-].[H-].[H-].[O:7]([CH2:14][CH2:15][CH2:16][CH2:17][O:18][C:19]1[CH:24]=[CH:23][C:22]([CH2:25][CH2:26][C:27](OC)=[O:28])=[CH:21][CH:20]=1)[C:8]1[CH:13]=[CH:12][CH:11]=[CH:10][CH:9]=1.CO.Cl. Product: [O:7]([CH2:14][CH2:15][CH2:16][CH2:17][O:18][C:19]1[CH:24]=[CH:23][C:22]([CH2:25][CH2:26][CH2:27][OH:28])=[CH:21][CH:20]=1)[C:8]1[CH:9]=[CH:10][CH:11]=[CH:12][CH:13]=1. The catalyst class is: 7.